Dataset: Forward reaction prediction with 1.9M reactions from USPTO patents (1976-2016). Task: Predict the product of the given reaction. Given the reactants [CH2:1]([N:8]1[CH2:17][C:16]([CH3:19])([CH3:18])[NH:15][CH2:14][C:9]21[CH2:13]CC[CH2:10]2)[C:2]1[CH:7]=[CH:6][CH:5]=[CH:4][CH:3]=1.[CH3:20]C(N)(CC)CN.CC(C)(O)C#N, predict the reaction product. The product is: [CH2:1]([N:8]1[CH2:17][C:16]([CH2:18][CH3:20])([CH3:19])[NH:15][CH2:14][C:9]1([CH3:10])[CH3:13])[C:2]1[CH:3]=[CH:4][CH:5]=[CH:6][CH:7]=1.